This data is from Reaction yield outcomes from USPTO patents with 853,638 reactions. The task is: Predict the reaction yield, written as a fraction of the theoretical maximum amount of product (1.0 means a 100% yield; for example, 0.34 means a 34% yield). (1) The reactants are C(OC([C:11]1[C:19]2[C:18]3CCC(CO)O[C:17]=3[CH:16]=[CH:15][C:14]=2[NH:13][C:12]=1C)=O)C1C=CC=CC=1.C(Br)(Br)(Br)[Br:28].C1(P(C2C=CC=CC=2)C2C=CC=CC=2)C=CC=CC=1.C(Cl)Cl.CO. The catalyst is C(Cl)Cl. The product is [Br-:28].[NH:13]1[C:14]2[C:19](=[CH:18][CH:17]=[CH:16][CH:15]=2)[CH:11]=[CH:12]1. The yield is 0.400. (2) The reactants are [F:1][C:2]1[CH:7]=[C:6]([F:8])[CH:5]=[CH:4][C:3]=1[C:9]([OH:37])([CH2:31][N:32]1[CH:36]=[N:35][N:34]=[N:33]1)[C:10]([F:30])([F:29])[C:11]1[CH:16]=[CH:15][C:14]([CH:17](O)[C:18]2[CH:23]=[CH:22][C:21]([C:24]([F:27])([F:26])[F:25])=[CH:20][CH:19]=2)=[CH:13][N:12]=1.C([SiH](CC)CC)C. The catalyst is CCO.CC([O-])=O.CC([O-])=O.[Pd+2]. The product is [F:1][C:2]1[CH:7]=[C:6]([F:8])[CH:5]=[CH:4][C:3]=1[C:9]([OH:37])([CH2:31][N:32]1[CH:36]=[N:35][N:34]=[N:33]1)[C:10]([F:30])([F:29])[C:11]1[CH:16]=[CH:15][C:14]([CH2:17][C:18]2[CH:19]=[CH:20][C:21]([C:24]([F:27])([F:25])[F:26])=[CH:22][CH:23]=2)=[CH:13][N:12]=1. The yield is 0.310.